Dataset: Reaction yield outcomes from USPTO patents with 853,638 reactions. Task: Predict the reaction yield, written as a fraction of the theoretical maximum amount of product (1.0 means a 100% yield; for example, 0.34 means a 34% yield). (1) The reactants are [CH3:1][O:2][C:3]1[CH:43]=[CH:42][C:6]([CH2:7][N:8]([CH2:33][C:34]2[CH:39]=[CH:38][C:37]([O:40][CH3:41])=[CH:36][CH:35]=2)[C:9]2[N:14]=[C:13]([CH3:15])[N:12]=[C:11]([C:16]3[CH:17]=[C:18]([C:23]([CH3:32])([CH3:31])[C:24]([O:26][C:27]([CH3:30])([CH3:29])[CH3:28])=[O:25])[CH:19]=[N:20][C:21]=3F)[N:10]=2)=[CH:5][CH:4]=1.[F:44][C:45]1[CH:46]=[C:47]([NH2:53])[CH:48]=[N:49][C:50]=1[O:51][CH3:52].C[Si]([N-][Si](C)(C)C)(C)C.[Na+]. The catalyst is O1CCCC1.CCOC(C)=O. The product is [CH3:1][O:2][C:3]1[CH:43]=[CH:42][C:6]([CH2:7][N:8]([CH2:33][C:34]2[CH:35]=[CH:36][C:37]([O:40][CH3:41])=[CH:38][CH:39]=2)[C:9]2[N:14]=[C:13]([CH3:15])[N:12]=[C:11]([C:16]3[CH:17]=[C:18]([C:23]([CH3:32])([CH3:31])[C:24]([O:26][C:27]([CH3:28])([CH3:30])[CH3:29])=[O:25])[CH:19]=[N:20][C:21]=3[NH:53][C:47]3[CH:48]=[N:49][C:50]([O:51][CH3:52])=[C:45]([F:44])[CH:46]=3)[N:10]=2)=[CH:5][CH:4]=1. The yield is 0.110. (2) The reactants are [Cl:1][C:2]1[CH:3]=[CH:4][C:5]([OH:22])=[C:6]([CH:21]=1)[CH2:7][N:8]1[C:16]2[CH:15]=[CH:14][CH:13]=[C:12]([C:17]([O:19][CH3:20])=[O:18])[C:11]=2[CH:10]=[CH:9]1.C([O-])([O-])=O.[K+].[K+].CC1C=CC(S(O[CH2:40][CH2:41][C:42]2[CH:47]=[CH:46][C:45]([F:48])=[CH:44][C:43]=2[F:49])(=O)=O)=CC=1. The catalyst is CN(C=O)C. The product is [Cl:1][C:2]1[CH:3]=[CH:4][C:5]([O:22][CH2:40][CH2:41][C:42]2[CH:47]=[CH:46][C:45]([F:48])=[CH:44][C:43]=2[F:49])=[C:6]([CH:21]=1)[CH2:7][N:8]1[C:16]2[CH:15]=[CH:14][CH:13]=[C:12]([C:17]([O:19][CH3:20])=[O:18])[C:11]=2[CH:10]=[CH:9]1. The yield is 0.920.